From a dataset of Reaction yield outcomes from USPTO patents with 853,638 reactions. Predict the reaction yield, written as a fraction of the theoretical maximum amount of product (1.0 means a 100% yield; for example, 0.34 means a 34% yield). (1) The reactants are Br[CH2:2][CH2:3][CH2:4][N:5]1[CH2:10][C:9](=[O:11])[C:8]2[N:12]([CH3:15])[CH:13]=[CH:14][C:7]=2[S:6]1(=[O:17])=[O:16].[F:18][C:19]1[CH:24]=[CH:23][C:22]([N:25]2[CH2:30][CH2:29][NH:28][CH2:27][CH2:26]2)=[CH:21][CH:20]=1.C(=O)([O-])O.[Na+]. The catalyst is O1CCOCC1. The product is [F:18][C:19]1[CH:20]=[CH:21][C:22]([N:25]2[CH2:30][CH2:29][N:28]([CH2:2][CH2:3][CH2:4][N:5]3[CH2:10][C:9](=[O:11])[C:8]4[N:12]([CH3:15])[CH:13]=[CH:14][C:7]=4[S:6]3(=[O:17])=[O:16])[CH2:27][CH2:26]2)=[CH:23][CH:24]=1. The yield is 0.940. (2) The reactants are [Br:1][C:2]1[CH:3]=[C:4]([S:8][CH2:9][C:10]([O:12][CH2:13][CH3:14])=[O:11])[CH:5]=[CH:6][CH:7]=1.[OH:15]OS([O-])=O.[K+].[OH2:21]. The catalyst is CO. The product is [Br:1][C:2]1[CH:3]=[C:4]([S:8]([CH2:9][C:10]([O:12][CH2:13][CH3:14])=[O:11])(=[O:15])=[O:21])[CH:5]=[CH:6][CH:7]=1. The yield is 0.650. (3) The reactants are [CH:1]1([C:5]2[CH:14]=[C:13]([CH3:15])[C:12](I)=[CH:11][C:6]=2[C:7]([O:9][CH3:10])=[O:8])[CH2:4][CH2:3][CH2:2]1.[CH3:17][N:18](C=O)C. The catalyst is [C-]#N.[C-]#N.[Zn+2].C1C=CC([P]([Pd]([P](C2C=CC=CC=2)(C2C=CC=CC=2)C2C=CC=CC=2)([P](C2C=CC=CC=2)(C2C=CC=CC=2)C2C=CC=CC=2)[P](C2C=CC=CC=2)(C2C=CC=CC=2)C2C=CC=CC=2)(C2C=CC=CC=2)C2C=CC=CC=2)=CC=1. The product is [C:17]([C:12]1[C:13]([CH3:15])=[CH:14][C:5]([CH:1]2[CH2:4][CH2:3][CH2:2]2)=[C:6]([CH:11]=1)[C:7]([O:9][CH3:10])=[O:8])#[N:18]. The yield is 0.960. (4) The reactants are [Cl:1][C:2]1[CH:7]=[CH:6][CH:5]=[CH:4][C:3]=1[CH:8]([OH:11])[C:9]#[N:10].[C:12]1([CH3:22])[CH:17]=[CH:16][C:15]([S:18](Cl)(=[O:20])=[O:19])=[CH:14][CH:13]=1.[OH-].[Na+]. The catalyst is C1(C)C=CC=CC=1. The product is [CH3:22][C:12]1[CH:17]=[CH:16][C:15]([S:18]([O:11][CH:8]([C:3]2[CH:4]=[CH:5][CH:6]=[CH:7][C:2]=2[Cl:1])[C:9]#[N:10])(=[O:20])=[O:19])=[CH:14][CH:13]=1. The yield is 0.906. (5) The reactants are [NH2:1][C:2]1[CH:34]=[CH:33][C:5]([O:6][C:7]2[CH:12]=[CH:11][N:10]=[C:9]3[N:13](CC4C=CC(OC)=CC=4)[N:14]=[C:15]([NH:16][CH:17]4[CH2:22][CH2:21][N:20]([CH3:23])[CH2:19][CH2:18]4)[C:8]=23)=[C:4]([F:35])[CH:3]=1.[F:36][C:37]1[CH:42]=[CH:41][C:40]([N:43]2[C:48](=[O:49])[C:47]([C:50](O)=[O:51])=[CH:46][CH:45]=[N:44]2)=[CH:39][CH:38]=1.C([O-])(O)=O.[Na+]. No catalyst specified. The product is [F:35][C:4]1[CH:3]=[C:2]([NH:1][C:50]([C:47]2[C:48](=[O:49])[N:43]([C:40]3[CH:41]=[CH:42][C:37]([F:36])=[CH:38][CH:39]=3)[N:44]=[CH:45][CH:46]=2)=[O:51])[CH:34]=[CH:33][C:5]=1[O:6][C:7]1[CH:12]=[CH:11][N:10]=[C:9]2[NH:13][N:14]=[C:15]([NH:16][CH:17]3[CH2:22][CH2:21][N:20]([CH3:23])[CH2:19][CH2:18]3)[C:8]=12. The yield is 0.960. (6) The reactants are [C:1]([O:5][C:6]([N:8]1[CH2:11][C:10]([CH3:29])([NH:12][C:13]2[CH:14]=[C:15]3[C:24](=[CH:25][CH:26]=2)[O:23][CH2:22][C:21]2[N:16]3[C@H:17]([CH3:28])[C:18](=[O:27])[NH:19][N:20]=2)[CH2:9]1)=[O:7])([CH3:4])([CH3:3])[CH3:2].[Br-:30].[Br-].[Br-].C([N+](CCCC)(CCCC)CCCC)CCC.C([N+](CCCC)(CCCC)CCCC)CCC.C([N+](CCCC)(CCCC)CCCC)CCC.[O-]S([O-])(=S)=O.[Na+].[Na+].C([O-])(O)=O.[Na+]. The catalyst is C(Cl)Cl.CO. The product is [C:1]([O:5][C:6]([N:8]1[CH2:11][C:10]([NH:12][C:13]2[CH:14]=[C:15]3[C:24](=[CH:25][C:26]=2[Br:30])[O:23][CH2:22][C:21]2[N:16]3[C@H:17]([CH3:28])[C:18](=[O:27])[NH:19][N:20]=2)([CH3:29])[CH2:9]1)=[O:7])([CH3:4])([CH3:2])[CH3:3]. The yield is 0.840.